From a dataset of Full USPTO retrosynthesis dataset with 1.9M reactions from patents (1976-2016). Predict the reactants needed to synthesize the given product. (1) Given the product [F:12][C:13]1[CH:18]=[C:17]([C:3]2[C:4]([CH3:11])=[CH:5][C:6]([CH2:9][NH2:10])=[CH:7][N:8]=2)[CH:16]=[CH:15][N:14]=1, predict the reactants needed to synthesize it. The reactants are: Cl.Cl[C:3]1[N:8]=[CH:7][C:6]([CH2:9][NH2:10])=[CH:5][C:4]=1[CH3:11].[F:12][C:13]1[CH:18]=[C:17](B(O)O)[CH:16]=[CH:15][N:14]=1.COC1C=CC=C(OC)C=1C1C=CC=CC=1P(C1CCCCC1)C1CCCCC1.[O-]P([O-])([O-])=O.[K+].[K+].[K+]. (2) Given the product [Cl:3][C:4]1[CH:9]=[CH:8][C:7]([CH:10]2[CH2:15][CH2:14][CH2:13][N:12]([C:16]([C:18]3[CH:22]=[N:21][N:20]([CH3:27])[CH:19]=3)=[O:17])[CH2:11]2)=[C:6]([C:23]([F:26])([F:24])[F:25])[CH:5]=1, predict the reactants needed to synthesize it. The reactants are: [H-].[Na+].[Cl:3][C:4]1[CH:9]=[CH:8][C:7]([CH:10]2[CH2:15][CH2:14][CH2:13][N:12]([C:16]([C:18]3[CH:19]=[N:20][NH:21][CH:22]=3)=[O:17])[CH2:11]2)=[C:6]([C:23]([F:26])([F:25])[F:24])[CH:5]=1.[CH3:27]I. (3) Given the product [CH3:1][O:2][C:3]1[CH:4]=[C:5]2[C:10](=[CH:11][CH:12]=1)[C:9](=[O:13])[N:8]([CH3:16])[CH2:7][CH2:6]2, predict the reactants needed to synthesize it. The reactants are: [CH3:1][O:2][C:3]1[CH:4]=[C:5]2[C:10](=[CH:11][CH:12]=1)[C:9](=[O:13])[NH:8][CH2:7][CH2:6]2.[H-].[Na+].[CH2:16]1COCC1. (4) Given the product [CH:34]([C:11]1[C:6]2[N:5]([C:12]([O:14][C:15]([CH3:18])([CH3:17])[CH3:16])=[O:13])[CH2:4][CH2:3][CH2:2][O:1][C:7]=2[CH:8]=[CH:9][CH:10]=1)=[O:35], predict the reactants needed to synthesize it. The reactants are: [O:1]1[C:7]2[CH:8]=[CH:9][CH:10]=[CH:11][C:6]=2[N:5]([C:12]([O:14][C:15]([CH3:18])([CH3:17])[CH3:16])=[O:13])[CH2:4][CH2:3][CH2:2]1.CN(C)CCN(C)C.C([Li])(CC)C.CN(C)[CH:34]=[O:35]. (5) Given the product [OH:6][C@@H:5]([CH2:4][OH:3])[CH2:7][O:8][C:9]1[CH:14]=[C:13]([NH:15][C:16]([N:18]2[C@@H:24]3[CH2:25][N:21]([CH2:22][CH2:23]3)[C:20]3[CH:26]=[CH:27][C:28]([C:30]4[CH:35]=[CH:34][CH:33]=[C:32]([C:36]([F:37])([F:39])[F:38])[CH:31]=4)=[N:29][C:19]2=3)=[O:17])[CH:12]=[CH:11][N:10]=1, predict the reactants needed to synthesize it. The reactants are: CC1(C)[O:6][C@H:5]([CH2:7][O:8][C:9]2[CH:14]=[C:13]([NH:15][C:16]([N:18]3[C@@H:24]4[CH2:25][N:21]([CH2:22][CH2:23]4)[C:20]4[CH:26]=[CH:27][C:28]([C:30]5[CH:35]=[CH:34][CH:33]=[C:32]([C:36]([F:39])([F:38])[F:37])[CH:31]=5)=[N:29][C:19]3=4)=[O:17])[CH:12]=[CH:11][N:10]=2)[CH2:4][O:3]1.Cl.O1CCOCC1. (6) Given the product [Br:12][C:6]1[CH:7]=[CH:8][CH:9]=[C:10]2[C:5]=1[N:4]=[CH:3][C:2]([NH:1][S:20]([C:17]1[CH:18]=[CH:19][C:14]([S:30][CH3:29])=[N:15][CH:16]=1)(=[O:22])=[O:21])=[CH:11]2, predict the reactants needed to synthesize it. The reactants are: [NH2:1][C:2]1[CH:3]=[N:4][C:5]2[C:10]([CH:11]=1)=[CH:9][CH:8]=[CH:7][C:6]=2[Br:12].Cl[C:14]1[CH:19]=[CH:18][C:17]([S:20](Cl)(=[O:22])=[O:21])=[CH:16][N:15]=1.CN(C)C=O.[CH3:29][S-:30].[Na+].